Dataset: Full USPTO retrosynthesis dataset with 1.9M reactions from patents (1976-2016). Task: Predict the reactants needed to synthesize the given product. (1) Given the product [CH3:27][O:24][C:21](=[O:22])[CH2:6][CH2:7][S:8][CH2:17][C:16]1[CH:19]=[CH:20][C:13]([Br:12])=[CH:14][CH:15]=1, predict the reactants needed to synthesize it. The reactants are: COC(=O)CC[C:6]1C=C[S:8][CH:7]=1.[Br:12][C:13]1[CH:20]=[CH:19][C:16]([CH2:17]Br)=[CH:15][CH:14]=1.[C:21]([O-:24])([O-])=[O:22].[Cs+].[Cs+].[CH3:27]N(C=O)C. (2) Given the product [Cl:1][C:2]1[CH:3]=[C:4]([CH:5]=[N:16][NH:15][C:13](=[O:14])[C:12]2[CH:17]=[CH:18][C:19]([Cl:21])=[CH:20][C:11]=2[Cl:10])[CH:7]=[CH:8][CH:9]=1, predict the reactants needed to synthesize it. The reactants are: [Cl:1][C:2]1[CH:3]=[C:4]([CH:7]=[CH:8][CH:9]=1)[CH:5]=O.[Cl:10][C:11]1[CH:20]=[C:19]([Cl:21])[CH:18]=[CH:17][C:12]=1[C:13]([NH:15][NH2:16])=[O:14].Cl. (3) Given the product [CH3:28][O:27][CH2:26]/[CH:25]=[CH:24]/[C:2]1[CH:11]=[C:10]([C:12]([O:14][CH3:15])=[O:13])[C:9]2[C:4](=[CH:5][CH:6]=[CH:7][CH:8]=2)[N:3]=1, predict the reactants needed to synthesize it. The reactants are: Br[C:2]1[CH:11]=[C:10]([C:12]([O:14][CH3:15])=[O:13])[C:9]2[C:4](=[CH:5][CH:6]=[CH:7][CH:8]=2)[N:3]=1.CC1(C)C(C)(C)OB(/[CH:24]=[CH:25]/[CH2:26][O:27][CH3:28])O1.C([O-])([O-])=O.[Na+].[Na+]. (4) Given the product [OH:35][C@@H:33]([CH3:34])[C:31]([N:1]1[CH2:2][CH2:3][CH:4]([NH:7][C:8]([C:10]2[C:14]3[N:15]=[CH:16][N:17]=[C:18]([C:19]4[CH:24]=[CH:23][CH:22]=[CH:21][C:20]=4[O:25][CH2:26][CH:27]4[CH2:28][CH2:29]4)[C:13]=3[NH:12][CH:11]=2)=[O:9])[CH2:5][CH2:6]1)=[O:32], predict the reactants needed to synthesize it. The reactants are: [NH:1]1[CH2:6][CH2:5][CH:4]([NH:7][C:8]([C:10]2[C:14]3[N:15]=[CH:16][N:17]=[C:18]([C:19]4[CH:24]=[CH:23][CH:22]=[CH:21][C:20]=4[O:25][CH2:26][CH:27]4[CH2:29][CH2:28]4)[C:13]=3[NH:12][CH:11]=2)=[O:9])[CH2:3][CH2:2]1.Cl[C:31]([C@@H:33]([O:35]C(=O)C)[CH3:34])=[O:32]. (5) Given the product [Br:8][C:4]1[CH:5]=[CH:6][CH:7]=[C:2]([C:9]2[CH:14]=[CH:13][CH:12]=[CH:11][CH:10]=2)[N:3]=1, predict the reactants needed to synthesize it. The reactants are: Br[C:2]1[CH:7]=[CH:6][CH:5]=[C:4]([Br:8])[N:3]=1.[C:9]1(B(O)O)[CH:14]=[CH:13][CH:12]=[CH:11][CH:10]=1.C(=O)([O-])[O-].[Na+].[Na+]. (6) Given the product [C:5]1(=[O:8])[CH2:6][CH2:7][CH2:2][CH2:1][CH2:3][CH2:4]1.[F:9][C:10]1[CH:29]=[CH:28][C:13]([CH2:14][N:15]2[C:24]3[CH2:23][CH2:22][CH2:25][CH2:21][CH2:20][C:19]=3[C:18](=[O:26])[NH:17][C:16]2=[O:27])=[CH:12][C:11]=1[C:30]([N:32]1[CH2:37][CH2:36][N:35]([C:38]2[N:39]=[CH:40][CH:41]=[CH:42][N:43]=2)[CH2:34][CH2:33]1)=[O:31], predict the reactants needed to synthesize it. The reactants are: [CH3:1][CH:2]1[CH2:7][CH2:6][C:5](=[O:8])[CH2:4][CH2:3]1.[F:9][C:10]1[CH:29]=[CH:28][C:13]([CH2:14][N:15]2[C:24]3[CH2:23][CH2:22][CH:21]([CH3:25])[CH2:20][C:19]=3[C:18](=[O:26])[NH:17][C:16]2=[O:27])=[CH:12][C:11]=1[C:30]([N:32]1[CH2:37][CH2:36][N:35]([C:38]2[N:43]=[CH:42][CH:41]=[CH:40][N:39]=2)[CH2:34][CH2:33]1)=[O:31]. (7) Given the product [CH2:1]([C:3]1[N:7]([C:8]2[N:16]=[C:15]3[C:11]([N:12]=[C:13]([CH:18]([OH:19])[CH:20]4[CH2:21][CH2:22][N:23]([C:39]([CH3:41])([CH3:40])[C:38]([O:37][CH3:36])=[O:43])[CH2:24][CH2:25]4)[N:14]3[CH3:17])=[C:10]([N:26]3[CH2:27][CH2:28][O:29][CH2:30][CH2:31]3)[N:9]=2)[C:6]2[CH:32]=[CH:33][CH:34]=[CH:35][C:5]=2[N:4]=1)[CH3:2], predict the reactants needed to synthesize it. The reactants are: [CH2:1]([C:3]1[N:7]([C:8]2[N:16]=[C:15]3[C:11]([N:12]=[C:13]([CH:18]([CH:20]4[CH2:25][CH2:24][NH:23][CH2:22][CH2:21]4)[OH:19])[N:14]3[CH3:17])=[C:10]([N:26]3[CH2:31][CH2:30][O:29][CH2:28][CH2:27]3)[N:9]=2)[C:6]2[CH:32]=[CH:33][CH:34]=[CH:35][C:5]=2[N:4]=1)[CH3:2].[CH3:36][O:37][C:38](=[O:43])[C:39](Br)([CH3:41])[CH3:40]. (8) Given the product [C:2]([O:5][CH:6]1[CH2:15][C:16](=[O:17])[CH:7]1[Cl:8])([CH3:4])([CH3:3])[CH3:1], predict the reactants needed to synthesize it. The reactants are: [CH3:1][C:2]([O:5][CH:6]=[CH2:7])([CH3:4])[CH3:3].[Cl:8]CC(Cl)=O.CN1CC[O:17][CH2:16][CH2:15]1.